From a dataset of PAMPA (Parallel Artificial Membrane Permeability Assay) permeability data from NCATS. Regression/Classification. Given a drug SMILES string, predict its absorption, distribution, metabolism, or excretion properties. Task type varies by dataset: regression for continuous measurements (e.g., permeability, clearance, half-life) or binary classification for categorical outcomes (e.g., BBB penetration, CYP inhibition). Dataset: pampa_ncats. (1) The drug is C1CCN(CC1)C2=NC=C(C=C2)C3=CSC(=N3)N4CCC(CC4)C(=O)N. The result is 1 (high permeability). (2) The drug is CC1=CC(=NC(=N1)N2C(=CC(=N2)C)C)NC3=CC(=C(C=C3)OC)Cl. The result is 1 (high permeability). (3) The result is 1 (high permeability). The molecule is C1CC(N(C1)C(=O)C2=CC=CC(=C2)C3=CC=CC=N3)C(=O)NC4CC4. (4) The compound is C1=CC=C2C(=C1)C(=NC(=N2)C3=CC=NC=C3)NC4=CC(=C(C=C4)C5=C(C(=C(C=C5)F)F)F)F. The result is 1 (high permeability). (5) The molecule is CN1C=CC2=C(N=C(C=C21)C3=CC=CC(=C3)CO)C(=O)NCCC(=O)N. The result is 1 (high permeability). (6) The compound is C1=CC=C2C(=C1)C=C(C(=O)O2)C3=CSC(=N3)NC4=CC(=C(C=C4)C(=O)O)O. The result is 0 (low-to-moderate permeability). (7) The molecule is C1=CC=C(C=C1)C2=CC(=O)C3=C(C=C(C=C3O2)O)O. The result is 1 (high permeability).